This data is from Forward reaction prediction with 1.9M reactions from USPTO patents (1976-2016). The task is: Predict the product of the given reaction. (1) Given the reactants BrC[CH2:3][CH2:4][CH2:5][CH2:6][C@@H:7]1[CH2:24][C:23]2[CH:22]=[C:21]([OH:25])[CH:20]=[CH:19][C:18]=2[C@@H:17]2[C@@H:8]1[C@H:9]1[C@@:13]([CH2:15][C@@H:16]2[F:26])([CH3:14])[CH:12]([OH:27])[CH2:11][CH2:10]1.[CH3:28][NH:29][CH2:30][CH2:31][CH2:32][C:33]([F:51])([F:50])[C:34]([F:49])([F:48])[C:35]([F:47])([F:46])[C:36]([F:45])([F:44])[C:37]([F:43])([F:42])[C:38]([F:41])([F:40])[F:39].[Cl-].[Na+].[CH3:54]N1CCCC1=O, predict the reaction product. The product is: [F:26][C@H:16]1[CH2:15][C@@:13]2([CH3:14])[C@@H:9]([CH2:10][CH2:11][C@@H:12]2[OH:27])[C@H:8]2[C@H:17]1[C:18]1[CH:19]=[CH:20][C:21]([OH:25])=[CH:22][C:23]=1[CH2:24][C@H:7]2[CH2:6][CH2:5][CH2:4][CH2:3][CH2:28][N:29]([CH3:54])[CH2:30][CH2:31][CH2:32][C:33]([F:50])([F:51])[C:34]([F:49])([F:48])[C:35]([F:46])([F:47])[C:36]([F:44])([F:45])[C:37]([F:42])([F:43])[C:38]([F:40])([F:39])[F:41]. (2) Given the reactants [Cl:1][C:2]1[N:7]=[CH:6][C:5]([C:8]2([C:14]([OH:16])=O)[CH2:13][CH2:12][O:11][CH2:10][CH2:9]2)=[CH:4][CH:3]=1.C[N:18](C(ON1N=NC2C=CC=NC1=2)=[N+](C)C)C.F[P-](F)(F)(F)(F)F.C(N(C(C)C)CC)(C)C.[Cl-].[NH4+].C(=O)([O-])O.[Na+], predict the reaction product. The product is: [Cl:1][C:2]1[N:7]=[CH:6][C:5]([C:8]2([C:14]([NH2:18])=[O:16])[CH2:13][CH2:12][O:11][CH2:10][CH2:9]2)=[CH:4][CH:3]=1.